From a dataset of Reaction yield outcomes from USPTO patents with 853,638 reactions. Predict the reaction yield, written as a fraction of the theoretical maximum amount of product (1.0 means a 100% yield; for example, 0.34 means a 34% yield). The reactants are [N+:1]([C:4]1[CH:13]=[CH:12][C:7]2[NH:8][CH2:9][CH2:10][O:11][C:6]=2[CH:5]=1)([O-:3])=[O:2].[H-].[Na+].Br[CH2:17][C:18]1[CH:19]=[C:20]([CH:25]=[CH:26][CH:27]=1)[C:21]([O:23][CH3:24])=[O:22]. The catalyst is CN(C=O)C. The product is [N+:1]([C:4]1[CH:13]=[CH:12][C:7]2[N:8]([CH2:17][C:18]3[CH:19]=[C:20]([CH:25]=[CH:26][CH:27]=3)[C:21]([O:23][CH3:24])=[O:22])[CH2:9][CH2:10][O:11][C:6]=2[CH:5]=1)([O-:3])=[O:2]. The yield is 1.00.